This data is from Reaction yield outcomes from USPTO patents with 853,638 reactions. The task is: Predict the reaction yield, written as a fraction of the theoretical maximum amount of product (1.0 means a 100% yield; for example, 0.34 means a 34% yield). (1) The reactants are C[Si]([N-][Si](C)(C)C)(C)C.[Na+].[C:11](#[N:13])[CH3:12].[CH2:14]([O:21][C:22]1[CH:27]=[CH:26][C:25]([CH2:28][C@H:29]([N:40]([CH2:48][C:49]2[CH:54]=[CH:53][CH:52]=[CH:51][CH:50]=2)[CH2:41][C:42]2[CH:47]=[CH:46][CH:45]=[CH:44][CH:43]=2)[C:30](OCC2C=CC=CC=2)=[O:31])=[CH:24][CH:23]=1)[C:15]1[CH:20]=[CH:19][CH:18]=[CH:17][CH:16]=1.[NH4+].[Cl-]. The catalyst is C1COCC1.O. The product is [CH2:14]([O:21][C:22]1[CH:27]=[CH:26][C:25]([CH2:28][C@H:29]([N:40]([CH2:41][C:42]2[CH:47]=[CH:46][CH:45]=[CH:44][CH:43]=2)[CH2:48][C:49]2[CH:50]=[CH:51][CH:52]=[CH:53][CH:54]=2)[C:30](=[O:31])[CH2:12][C:11]#[N:13])=[CH:24][CH:23]=1)[C:15]1[CH:16]=[CH:17][CH:18]=[CH:19][CH:20]=1. The yield is 0.360. (2) The reactants are [C:1]([C:5]1[CH:9]=[C:8]([CH2:10][NH2:11])[N:7]([C:12]2[CH:17]=[CH:16][C:15](F)=[C:14]([Cl:19])[CH:13]=2)[N:6]=1)([CH3:4])([CH3:3])[CH3:2].ClC(N(C)C)=C(C)C.[F:28][C:29]1[CH:30]=[C:31]([CH:39]([CH3:43])[C:40](O)=[O:41])[CH:32]=[CH:33][C:34]=1[S:35]([CH3:38])(=[O:37])=[O:36].C(N(C(C)C)C(C)C)C. The catalyst is C(Cl)Cl. The product is [C:1]([C:5]1[CH:9]=[C:8]([CH2:10][NH:11][C:40](=[O:41])[CH:39]([C:31]2[CH:32]=[CH:33][C:34]([S:35]([CH3:38])(=[O:36])=[O:37])=[C:29]([F:28])[CH:30]=2)[CH3:43])[N:7]([C:12]2[CH:17]=[CH:16][CH:15]=[C:14]([Cl:19])[CH:13]=2)[N:6]=1)([CH3:4])([CH3:3])[CH3:2]. The yield is 0.710. (3) The reactants are [CH3:1][C:2]1[CH:3]=[CH:4][C:5]2[C:6]([N:28]=1)=[N:7][N:8]1[C:13](=[O:14])[CH:12]=[C:11]([CH:15]3[CH2:20][CH2:19][N:18](C(OC(C)(C)C)=O)[CH2:17][CH2:16]3)[NH:10][C:9]=21.[ClH:29]. The catalyst is CO.O1CCOCC1. The product is [ClH:29].[CH3:1][C:2]1[CH:3]=[CH:4][C:5]2[C:6]([N:28]=1)=[N:7][N:10]1[C:11]([CH:15]3[CH2:20][CH2:19][NH:18][CH2:17][CH2:16]3)=[CH:12][C:13](=[O:14])[NH:8][C:9]=21. The yield is 0.930. (4) The reactants are [OH:1][CH:2]([C:8]1[N:9]([CH3:23])[C:10]2[C:15]([C:16]=1[C:17]1[CH:22]=[CH:21][CH:20]=[CH:19][CH:18]=1)=[CH:14][CH:13]=[CH:12][CH:11]=2)[C:3]([O:5][CH2:6][CH3:7])=[O:4].[C:24](Br)([CH3:27])([CH3:26])[CH3:25]. The catalyst is C1CCCCC1.[Ag-]=O. The product is [C:24]([O:1][CH:2]([C:8]1[N:9]([CH3:23])[C:10]2[C:15]([C:16]=1[C:17]1[CH:22]=[CH:21][CH:20]=[CH:19][CH:18]=1)=[CH:14][CH:13]=[CH:12][CH:11]=2)[C:3]([O:5][CH2:6][CH3:7])=[O:4])([CH3:27])([CH3:26])[CH3:25]. The yield is 0.100. (5) The reactants are [Br:1][C:2]1[S:6][C:5]([NH:7][C:8](=[O:14])[O:9][C:10]([CH3:13])([CH3:12])[CH3:11])=[N:4][C:3]=1[CH2:15][O:16][CH3:17].C([O-])([O-])=O.[Cs+].[Cs+].[F:24][C:25]([C:28]1[N:33]=[CH:32][C:31]([CH2:34][C@H:35]2[CH2:39]OS(=O)[N:36]2[C:41]([O:43][C:44]([CH3:47])([CH3:46])[CH3:45])=[O:42])=[CH:30][CH:29]=1)([F:27])[CH3:26]. The catalyst is CN(C=O)C. The product is [Br:1][C:2]1[S:6][C:5]([N:7]([CH2:39][C@@H:35]([NH:36][C:41]([O:43][C:44]([CH3:45])([CH3:47])[CH3:46])=[O:42])[CH2:34][C:31]2[CH:32]=[N:33][C:28]([C:25]([F:27])([F:24])[CH3:26])=[CH:29][CH:30]=2)[C:8](=[O:14])[O:9][C:10]([CH3:13])([CH3:12])[CH3:11])=[N:4][C:3]=1[CH2:15][O:16][CH3:17]. The yield is 0.900. (6) The reactants are [CH3:1][N:2]1[CH:6]=[CH:5][CH:4]=[N:3]1.C([Li])CCC.[C:12]([Si:16]([CH3:26])([CH3:25])[O:17][C@@H:18]1[CH2:24][CH2:23][C@H:22]2[C@H:20]([O:21]2)[CH2:19]1)([CH3:15])([CH3:14])[CH3:13]. The catalyst is C1COCC1. The product is [Si:16]([O:17][C@@H:18]1[CH2:24][CH2:23][C@H:22]([OH:21])[C@@H:20]([C:6]2[N:2]([CH3:1])[N:3]=[CH:4][CH:5]=2)[CH2:19]1)([C:12]([CH3:15])([CH3:14])[CH3:13])([CH3:26])[CH3:25]. The yield is 0.690. (7) The reactants are [NH2:1][C@@H:2]1[CH2:5][C@H:4]([OH:6])[C:3]1([CH3:8])[CH3:7].Cl[C:10]1[C:15]([C:16]#[N:17])=[CH:14][N:13]=[C:12]([S:18][CH3:19])[N:11]=1.CCN(C(C)C)C(C)C. The catalyst is C(O)(C)C. The product is [OH:6][C@H:4]1[CH2:5][C@@H:2]([NH:1][C:10]2[C:15]([C:16]#[N:17])=[CH:14][N:13]=[C:12]([S:18][CH3:19])[N:11]=2)[C:3]1([CH3:8])[CH3:7]. The yield is 0.663. (8) The reactants are C1CCC(P(C2C(C3C=CC=CC=3)=CC=CC=2)C2CCCCC2)CC1.[O-]P([O-])([O-])=O.[K+].[K+].[K+].Cl[C:35]1[C:44]2[C:39](=[CH:40][C:41]([O:47][CH3:48])=[C:42]([O:45][CH3:46])[CH:43]=2)[N:38]=[CH:37][CH:36]=1.[F:49][C:50]1[CH:56]=[C:55]([N+:57]([O-:59])=[O:58])[CH:54]=[CH:53][C:51]=1[NH2:52]. The catalyst is C1C=CC(/C=C/C(/C=C/C2C=CC=CC=2)=O)=CC=1.C1C=CC(/C=C/C(/C=C/C2C=CC=CC=2)=O)=CC=1.C1C=CC(/C=C/C(/C=C/C2C=CC=CC=2)=O)=CC=1.[Pd].[Pd].COCCOC. The product is [F:49][C:50]1[CH:56]=[C:55]([N+:57]([O-:59])=[O:58])[CH:54]=[CH:53][C:51]=1[NH:52][C:35]1[C:44]2[C:39](=[CH:40][C:41]([O:47][CH3:48])=[C:42]([O:45][CH3:46])[CH:43]=2)[N:38]=[CH:37][CH:36]=1. The yield is 0.970.